Task: Predict which catalyst facilitates the given reaction.. Dataset: Catalyst prediction with 721,799 reactions and 888 catalyst types from USPTO (1) Reactant: [P:1](Cl)([O:6][CH2:7][CH3:8])([O:3][CH2:4][CH3:5])=[O:2].[F:10][C:11]1[CH:19]=[C:18]2[C:14]([C:15](=[CH:30][C:31]3[CH:36]=[CH:35][C:34]([S:37]([CH3:39])=[O:38])=[CH:33][CH:32]=3)[C:16]([CH3:29])=[C:17]2[CH2:20][C:21]([NH:23][CH2:24][CH2:25][CH2:26][CH2:27][OH:28])=[O:22])=[CH:13][CH:12]=1.CCN(C(C)C)C(C)C. Product: [F:10][C:11]1[CH:19]=[C:18]2[C:14]([C:15](=[CH:30][C:31]3[CH:36]=[CH:35][C:34]([S:37]([CH3:39])=[O:38])=[CH:33][CH:32]=3)[C:16]([CH3:29])=[C:17]2[CH2:20][C:21]([NH:23][CH2:24][CH2:25][CH2:26][CH2:27][O:28][P:1](=[O:2])([O:6][CH2:7][CH3:8])[O:3][CH2:4][CH3:5])=[O:22])=[CH:13][CH:12]=1. The catalyst class is: 154. (2) Reactant: C(P(C(C)(C)C)C(C)(C)C)(C)(C)C.CC(C)([O-])C.[Na+].[C:20]1([C:42]2[CH:47]=[CH:46][CH:45]=[CH:44][CH:43]=2)[CH:25]=[CH:24][CH:23]=[CH:22][C:21]=1[NH:26][C:27]1[CH:39]=[CH:38][C:37]2[C:36]3[C:31](=[CH:32][CH:33]=[CH:34][CH:35]=3)[C:30]([CH3:41])([CH3:40])[C:29]=2[CH:28]=1.Br[C:49]1[C:61]2[C:60]3[C:55](=[CH:56][CH:57]=[CH:58][CH:59]=3)[C:54]3([C:73]4[CH:72]=[CH:71][CH:70]=[CH:69][C:68]=4[C:67]4[C:62]3=[CH:63][CH:64]=[CH:65][CH:66]=4)[C:53]=2[CH:52]=[CH:51][CH:50]=1. Product: [C:20]1([C:42]2[CH:43]=[CH:44][CH:45]=[CH:46][CH:47]=2)[CH:25]=[CH:24][CH:23]=[CH:22][C:21]=1[N:26]([C:27]1[CH:39]=[CH:38][C:37]2[C:36]3[C:31](=[CH:32][CH:33]=[CH:34][CH:35]=3)[C:30]([CH3:40])([CH3:41])[C:29]=2[CH:28]=1)[C:49]1[C:61]2[C:60]3[C:55](=[CH:56][CH:57]=[CH:58][CH:59]=3)[C:54]3([C:73]4[CH:72]=[CH:71][CH:70]=[CH:69][C:68]=4[C:67]4[C:62]3=[CH:63][CH:64]=[CH:65][CH:66]=4)[C:53]=2[CH:52]=[CH:51][CH:50]=1. The catalyst class is: 164. (3) Reactant: [F:1][C:2]1([F:52])[CH2:7][C@H:6]([O:8][C:9]2[C:14]([CH3:15])=[CH:13][C:12]([S:16]([N:19](CC3C=CC(OC)=CC=3OC)[C:20]3[CH:25]=[CH:24][N:23]=[CH:22][N:21]=3)(=[O:18])=[O:17])=[C:11]([F:37])[CH:10]=2)[C@@H:5]([C:38]2[CH:39]=[N:40][N:41](CC3C=CC(OC)=CC=3)[CH:42]=2)[CH2:4][CH2:3]1.C([SiH](CC)CC)C.FC(F)(F)C(O)=O. Product: [F:52][C:2]1([F:1])[CH2:7][C@H:6]([O:8][C:9]2[C:14]([CH3:15])=[CH:13][C:12]([S:16]([NH:19][C:20]3[CH:25]=[CH:24][N:23]=[CH:22][N:21]=3)(=[O:17])=[O:18])=[C:11]([F:37])[CH:10]=2)[C@@H:5]([C:38]2[CH:42]=[N:41][NH:40][CH:39]=2)[CH2:4][CH2:3]1. The catalyst class is: 4. (4) Reactant: [NH2:1][C@@H:2]([CH2:6][CH2:7][C:8]([O:10][CH3:11])=[O:9])[C:3]([OH:5])=[O:4].O1CCOCC1.C([O-])([O-])=O.[Na+].[Na+].[N:24]1[N:25]=[CH:26][N:27]([C:29]2[CH:37]=[CH:36][C:32]([C:33](Cl)=[O:34])=[CH:31][CH:30]=2)[CH:28]=1. Product: [CH3:11][O:10][C:8](=[O:9])[CH2:7][CH2:6][C@H:2]([NH:1][C:33]([C:32]1[CH:31]=[CH:30][C:29]([N:27]2[CH:28]=[N:24][N:25]=[CH:26]2)=[CH:37][CH:36]=1)=[O:34])[C:3]([OH:5])=[O:4]. The catalyst class is: 179. (5) Reactant: C(=O)([O-])[O-].[K+].[K+].Cl[CH2:8][C:9]1[CH:14]=[CH:13][CH:12]=[CH:11][C:10]=1[CH2:15][C:16]([O:18]C)=O.[NH2:20][CH:21]1[CH2:26][CH2:25][N:24]([C:27]([O:29][C:30]([CH3:33])([CH3:32])[CH3:31])=[O:28])[CH2:23][CH2:22]1. Product: [O:18]=[C:16]1[CH2:15][C:10]2[C:9](=[CH:14][CH:13]=[CH:12][CH:11]=2)[CH2:8][N:20]1[CH:21]1[CH2:22][CH2:23][N:24]([C:27]([O:29][C:30]([CH3:33])([CH3:32])[CH3:31])=[O:28])[CH2:25][CH2:26]1. The catalyst class is: 10. (6) Reactant: [Cl:1][C:2]1[CH:3]=[C:4]([OH:8])[CH:5]=[N:6][CH:7]=1.C(N(CC)CC)C.C1C=CC(N([S:23]([C:26]([F:29])([F:28])[F:27])(=[O:25])=[O:24])[S:23]([C:26]([F:29])([F:28])[F:27])(=[O:25])=[O:24])=CC=1. Product: [F:27][C:26]([F:29])([F:28])[S:23]([O:8][C:4]1[CH:5]=[N:6][CH:7]=[C:2]([Cl:1])[CH:3]=1)(=[O:25])=[O:24]. The catalyst class is: 7. (7) Reactant: C(OC([N:8]1[CH2:13][CH2:12][CH:11]([C:14](=[O:39])[NH:15][CH2:16][C:17]([C:20]2[O:21][C:22]([C:33]3[CH:38]=[CH:37][N:36]=[CH:35][CH:34]=3)=[C:23]([C:25]3[CH:30]=[CH:29][C:28]([Cl:31])=[C:27]([OH:32])[CH:26]=3)[CH:24]=2)([CH3:19])[CH3:18])[CH2:10][CH2:9]1)=O)(C)(C)C.FC(F)(F)C(O)=O. Product: [Cl:31][C:28]1[CH:29]=[CH:30][C:25]([C:23]2[CH:24]=[C:20]([C:17]([CH3:18])([CH3:19])[CH2:16][NH:15][C:14]([CH:11]3[CH2:12][CH2:13][NH:8][CH2:9][CH2:10]3)=[O:39])[O:21][C:22]=2[C:33]2[CH:34]=[CH:35][N:36]=[CH:37][CH:38]=2)=[CH:26][C:27]=1[OH:32]. The catalyst class is: 4.